Predict the reactants needed to synthesize the given product. From a dataset of Full USPTO retrosynthesis dataset with 1.9M reactions from patents (1976-2016). (1) Given the product [CH3:1][O:2][C:3](=[O:15])[C:4]1[CH:5]=[C:6]([O:13][CH3:14])[CH:7]=[C:8]([I:34])[CH:9]=1, predict the reactants needed to synthesize it. The reactants are: [CH3:1][O:2][C:3](=[O:15])[C:4]1[CH:9]=[C:8]([N+]([O-])=O)[CH:7]=[C:6]([O:13][CH3:14])[CH:5]=1.Cl.COC(=O)C1C=C(OC)C=C(N)C=1.N([O-])=O.[Na+].[I-:34].[K+]. (2) The reactants are: Br[CH2:2][C:3]([O:5][CH2:6][CH3:7])=[O:4].[F:8][C:9]1[CH:14]=[CH:13][C:12]([Br:15])=[CH:11][C:10]=1/[C:16](=[N:18]/[S@@:19]([C:21]([CH3:24])([CH3:23])[CH3:22])=[O:20])/[CH3:17]. Given the product [CH2:6]([O:5][C:3](=[O:4])[CH2:2][C@@:16]([C:10]1[CH:11]=[C:12]([Br:15])[CH:13]=[CH:14][C:9]=1[F:8])([NH:18][S@@:19]([C:21]([CH3:24])([CH3:23])[CH3:22])=[O:20])[CH3:17])[CH3:7], predict the reactants needed to synthesize it. (3) Given the product [S:18]1[C:22]2[CH:23]=[CH:24][CH:25]=[CH:26][C:21]=2[CH:20]=[C:19]1[C:27]([NH:1][C:2]1[N:10]=[CH:9][CH:8]=[CH:7][C:3]=1[C:4]([OH:6])=[O:5])=[O:28], predict the reactants needed to synthesize it. The reactants are: [NH2:1][C:2]1[N:10]=[CH:9][CH:8]=[CH:7][C:3]=1[C:4]([OH:6])=[O:5].C(N(CC)CC)C.[S:18]1[C:22]2[CH:23]=[CH:24][CH:25]=[CH:26][C:21]=2[CH:20]=[C:19]1[C:27](Cl)=[O:28]. (4) Given the product [CH3:13][O:12][C:5]1[CH:6]=[N:7][C:8]2[CH:9]=[CH:10][CH:11]=[C:2]([CH:22]=[O:23])[C:3]=2[CH:4]=1, predict the reactants needed to synthesize it. The reactants are: Br[C:2]1[CH:11]=[CH:10][CH:9]=[C:8]2[C:3]=1[CH:4]=[C:5]([O:12][CH3:13])[CH:6]=[N:7]2.[Li]CCCC.CN([CH:22]=[O:23])C.OS([O-])(=O)=O.[Na+].